Dataset: Full USPTO retrosynthesis dataset with 1.9M reactions from patents (1976-2016). Task: Predict the reactants needed to synthesize the given product. Given the product [Cl:8][C:9]1[CH:14]=[CH:13][CH:12]=[CH:11][C:10]=1[N:15]1[CH:19]([C:20]2[CH:25]=[CH:24][CH:23]=[C:22]([C:26]3[CH2:27][CH2:28][N:29]([S:47]([CH3:46])(=[O:49])=[O:48])[CH2:30][CH:31]=3)[CH:21]=2)[CH2:18][C:17]([C:32]([F:38])([F:37])[C:33]([F:34])([F:35])[F:36])=[N:16]1, predict the reactants needed to synthesize it. The reactants are: FC(F)(F)C(O)=O.[Cl:8][C:9]1[CH:14]=[CH:13][CH:12]=[CH:11][C:10]=1[N:15]1[CH:19]([C:20]2[CH:25]=[CH:24][CH:23]=[C:22]([C:26]3[CH2:27][CH2:28][NH:29][CH2:30][CH:31]=3)[CH:21]=2)[CH2:18][C:17]([C:32]([F:38])([F:37])[C:33]([F:36])([F:35])[F:34])=[N:16]1.C(N(CC)CC)C.[CH3:46][S:47](Cl)(=[O:49])=[O:48].